This data is from Peptide-MHC class I binding affinity with 185,985 pairs from IEDB/IMGT. The task is: Regression. Given a peptide amino acid sequence and an MHC pseudo amino acid sequence, predict their binding affinity value. This is MHC class I binding data. (1) The peptide sequence is RARFIGGYI. The MHC is HLA-A30:01 with pseudo-sequence HLA-A30:01. The binding affinity (normalized) is 1.00. (2) The peptide sequence is EMKTDAATLAQ. The MHC is HLA-A02:02 with pseudo-sequence HLA-A02:02. The binding affinity (normalized) is 0.109. (3) The peptide sequence is KIDVVGIEW. The MHC is HLA-A02:19 with pseudo-sequence HLA-A02:19. The binding affinity (normalized) is 0.0847. (4) The peptide sequence is MLDDLTMGY. The MHC is HLA-A30:02 with pseudo-sequence HLA-A30:02. The binding affinity (normalized) is 0.499. (5) The peptide sequence is RTDNGGWAH. The MHC is HLA-B15:17 with pseudo-sequence HLA-B15:17. The binding affinity (normalized) is 0.0847.